From a dataset of Full USPTO retrosynthesis dataset with 1.9M reactions from patents (1976-2016). Predict the reactants needed to synthesize the given product. Given the product [Br:9][C:10]1[C:11]([CH3:18])=[CH:12][C:13]([CH:16]([OH:17])[C:2]([F:4])([F:3])[F:1])=[N:14][CH:15]=1, predict the reactants needed to synthesize it. The reactants are: [F:1][C:2]([Si](C)(C)C)([F:4])[F:3].[Br:9][C:10]1[C:11]([CH3:18])=[CH:12][C:13]([CH:16]=[O:17])=[N:14][CH:15]=1.CCCC[N+](CCCC)(CCCC)CCCC.[F-].